Dataset: Catalyst prediction with 721,799 reactions and 888 catalyst types from USPTO. Task: Predict which catalyst facilitates the given reaction. (1) Product: [CH3:27][C:28]1[N:32]2[CH:33]=[CH:34][CH:35]=[CH:36][C:31]2=[N:30][C:29]=1[CH2:37][C@@H:38]1[CH2:43][CH2:42][CH2:41][CH2:40][N:39]1[C:7]([C:5]1[N:6]=[C:2]([CH3:1])[S:3][C:4]=1[C:10]1[CH:15]=[CH:14][CH:13]=[CH:12][CH:11]=1)=[O:9]. Reactant: [CH3:1][C:2]1[S:3][C:4]([C:10]2[CH:15]=[CH:14][CH:13]=[CH:12][CH:11]=2)=[C:5]([C:7]([OH:9])=O)[N:6]=1.C(Cl)(=O)C(Cl)=O.CN(C=O)C.[CH3:27][C:28]1[N:32]2[CH:33]=[CH:34][CH:35]=[CH:36][C:31]2=[N:30][C:29]=1[CH2:37][C@@H:38]1[CH2:43][CH2:42][CH2:41][CH2:40][NH:39]1. The catalyst class is: 2. (2) Reactant: [CH:1]1([C:6](Cl)=[O:7])[CH2:5][CH2:4][CH2:3][CH2:2]1.Cl.[NH2:10][C:11]1[N:16]=[C:15]([C:17]2[CH:26]=[C:25]3[C:20]([CH2:21][CH2:22][N:23]([C:27]([O:29][CH:30]4[CH2:35][CH2:34][NH:33][CH2:32][CH2:31]4)=[O:28])[CH2:24]3)=[CH:19][CH:18]=2)[CH:14]=[C:13]([N:36]2[CH2:41][CH2:40][N:39]([CH3:42])[CH2:38][CH2:37]2)[N:12]=1.C(N(CC)C(C)C)(C)C. Product: [NH2:10][C:11]1[N:16]=[C:15]([C:17]2[CH:26]=[C:25]3[C:20]([CH2:21][CH2:22][N:23]([C:27]([O:29][CH:30]4[CH2:35][CH2:34][N:33]([C:6]([CH:1]5[CH2:5][CH2:4][CH2:3][CH2:2]5)=[O:7])[CH2:32][CH2:31]4)=[O:28])[CH2:24]3)=[CH:19][CH:18]=2)[CH:14]=[C:13]([N:36]2[CH2:41][CH2:40][N:39]([CH3:42])[CH2:38][CH2:37]2)[N:12]=1. The catalyst class is: 10. (3) Reactant: [NH:1]1[C:9]2[C:4](=[CH:5][CH:6]=[CH:7][CH:8]=2)[C@@:3]2([C:13]3=[CH:14][C:15]4[O:19][CH2:18][O:17][C:16]=4[CH:20]=[C:12]3[O:11][CH2:10]2)[C:2]1=[O:21].C(=O)([O-])[O-].[Cs+].[Cs+].Br[CH2:29][C:30]1[O:31][C:32]([C:35]([F:38])([F:37])[F:36])=[CH:33][CH:34]=1. Product: [F:36][C:35]([F:38])([F:37])[C:32]1[O:31][C:30]([CH2:29][N:1]2[C:9]3[C:4](=[CH:5][CH:6]=[CH:7][CH:8]=3)[C@@:3]3([C:13]4=[CH:14][C:15]5[O:19][CH2:18][O:17][C:16]=5[CH:20]=[C:12]4[O:11][CH2:10]3)[C:2]2=[O:21])=[CH:34][CH:33]=1. The catalyst class is: 9. (4) Reactant: C(OC(=O)[NH:7][C:8]1[CH:9]=[N:10][C:11]([S:41]([CH2:44][CH3:45])(=[O:43])=[O:42])=[CH:12][C:13]=1[C:14]#[C:15][CH2:16][C:17]([OH:40])([C:36]([F:39])([F:38])[F:37])[CH2:18][C:19]([C:22]1[CH:27]=[CH:26][CH:25]=[CH:24][C:23]=1[S:28](=[O:35])(=[O:34])[N:29]=CN(C)C)([CH3:21])[CH3:20])(C)(C)C.C1CCN2C(=NCCC2)CC1.O. Product: [CH2:44]([S:41]([C:11]1[CH:12]=[C:13]2[CH:14]=[C:15]([CH2:16][C:17]([OH:40])([C:36]([F:39])([F:37])[F:38])[CH2:18][C:19]([C:22]3[CH:27]=[CH:26][CH:25]=[CH:24][C:23]=3[S:28]([NH2:29])(=[O:35])=[O:34])([CH3:21])[CH3:20])[NH:7][C:8]2=[CH:9][N:10]=1)(=[O:42])=[O:43])[CH3:45]. The catalyst class is: 5. (5) Product: [Cl:17][C:18]1[CH:25]=[CH:24][C:21]([CH2:22][N:11]2[CH:12]=[C:7]([O:6][C:5]3[CH:15]=[CH:16][C:2]([F:1])=[CH:3][CH:4]=3)[CH:8]=[CH:9][C:10]2=[O:13])=[CH:20][CH:19]=1. Reactant: [F:1][C:2]1[CH:16]=[CH:15][C:5]([O:6][C:7]2[CH:8]=[CH:9][C:10]([O:13]C)=[N:11][CH:12]=2)=[CH:4][CH:3]=1.[Cl:17][C:18]1[CH:25]=[CH:24][C:21]([CH2:22]Cl)=[CH:20][CH:19]=1.[Na+].[I-]. The catalyst class is: 10.